This data is from Full USPTO retrosynthesis dataset with 1.9M reactions from patents (1976-2016). The task is: Predict the reactants needed to synthesize the given product. Given the product [N:31]1([CH:30]2[CH2:5][CH2:10][N:9]([C:8]3[C:7]([C:12]#[N:13])=[CH:6][C:5]4[C:10](=[CH:11][CH:2]=[CH:3][CH:4]=4)[N:9]=3)[CH2:8][CH2:7]2)[CH2:35][CH2:34][CH2:33][CH2:32]1, predict the reactants needed to synthesize it. The reactants are: F[C:2]1[CH:11]=[C:10]2[C:5]([C:6](NC3C=CC(OC4C=NC=CC=4)=CC=3)=[C:7]([C:12]#[N:13])[CH:8]=[N:9]2)=[CH:4][C:3]=1OC.[CH3:30][N:31]1[CH2:35][CH2:34][CH2:33][C:32]1=O.